Dataset: Catalyst prediction with 721,799 reactions and 888 catalyst types from USPTO. Task: Predict which catalyst facilitates the given reaction. (1) Reactant: [C:1]1(=[O:7])[CH2:5][CH2:4][C:3](=O)[CH2:2]1.[NH:8]1[C:16]2[C:11](=[CH:12][C:13]([CH:17]=O)=[CH:14][CH:15]=2)[CH:10]=[N:9]1.N1CCCCC1.[NH2:25][C:26]([CH3:30])=[CH:27][C:28]#[N:29]. Product: [NH:8]1[C:16]2[C:11](=[CH:12][C:13]([CH:17]3[C:27]([C:28]#[N:29])=[C:26]([CH3:30])[NH:25][C:3]4[CH2:4][CH2:5][C:1](=[O:7])[C:2]3=4)=[CH:14][CH:15]=2)[CH:10]=[N:9]1. The catalyst class is: 8. (2) Product: [NH2:33][C:34]1[C:39]([C:40]#[N:41])=[C:38]([NH:1][C@H:2]([C:4]2[N:9]([C:10]3[CH:15]=[CH:14][CH:13]=[CH:12][CH:11]=3)[C:8](=[O:16])[C:7]3=[C:17]([S:20][C:21]4[CH:26]=[CH:25][CH:24]=[CH:23][C:22]=4[NH:27][CH2:28][CH2:29][N:30]([CH3:31])[CH3:32])[CH:18]=[CH:19][N:6]3[N:5]=2)[CH3:3])[N:37]=[CH:36][N:35]=1. Reactant: [NH2:1][C@H:2]([C:4]1[N:9]([C:10]2[CH:15]=[CH:14][CH:13]=[CH:12][CH:11]=2)[C:8](=[O:16])[C:7]2=[C:17]([S:20][C:21]3[CH:26]=[CH:25][CH:24]=[CH:23][C:22]=3[NH:27][CH2:28][CH2:29][N:30]([CH3:32])[CH3:31])[CH:18]=[CH:19][N:6]2[N:5]=1)[CH3:3].[NH2:33][C:34]1[C:39]([C:40]#[N:41])=[C:38](Cl)[N:37]=[CH:36][N:35]=1.CCN(C(C)C)C(C)C. The catalyst class is: 107. (3) Reactant: [C:1]([O:5][C:6]([N:8]1[CH2:11][CH:10]([O:12][C:13]2[CH:18]=[C:17]([Cl:19])[CH:16]=[CH:15][C:14]=2[OH:20])[CH2:9]1)=[O:7])([CH3:4])([CH3:3])[CH3:2].[O:21]1[CH2:25][CH2:24][CH:23]([CH2:26]O)[CH2:22]1.C(C=P(CCCC)(CCCC)CCCC)#N. Product: [C:1]([O:5][C:6]([N:8]1[CH2:9][CH:10]([O:12][C:13]2[CH:18]=[C:17]([Cl:19])[CH:16]=[CH:15][C:14]=2[O:20][CH2:26][CH:23]2[CH2:24][CH2:25][O:21][CH2:22]2)[CH2:11]1)=[O:7])([CH3:4])([CH3:2])[CH3:3]. The catalyst class is: 11. (4) Reactant: [NH2:1][C:2]1[CH:3]=[CH:4][C:5]([O:8][C:9](=[O:18])[N:10]([CH3:17])[C:11]2[CH:16]=[CH:15][CH:14]=[CH:13][CH:12]=2)=[N:6][CH:7]=1.[C:19]([O:23][C:24](=[O:27])[CH2:25]Br)([CH3:22])([CH3:21])[CH3:20].C(=O)([O-])[O-].[K+].[K+].C1OCCOCCOCCOCCOCCOC1. Product: [C:19]([O:23][C:24](=[O:27])[CH2:25][NH:1][C:2]1[CH:7]=[N:6][C:5]([O:8][C:9](=[O:18])[N:10]([CH3:17])[C:11]2[CH:16]=[CH:15][CH:14]=[CH:13][CH:12]=2)=[CH:4][CH:3]=1)([CH3:22])([CH3:21])[CH3:20]. The catalyst class is: 11. (5) Reactant: [NH2:1][C:2]1[CH:9]=[C:8]([NH:10][CH2:11][CH2:12][O:13][CH3:14])[C:5]([C:6]#[N:7])=[CH:4][N:3]=1.N1([C:20](N2C=NC=N2)=[O:21])C=NC=N1.[CH3:27][O:28][CH:29]([O:46][CH3:47])[C:30]1[C:39]([N:40]2[CH2:44][CH2:43][O:42][C:41]2=[O:45])=[CH:38][C:37]2[CH2:36][CH2:35][CH2:34][NH:33][C:32]=2[N:31]=1. Product: [C:6]([C:5]1[C:8]([NH:10][CH2:11][CH2:12][O:13][CH3:14])=[CH:9][C:2]([NH:1][C:20]([N:33]2[C:32]3[C:37](=[CH:38][C:39]([N:40]4[CH2:44][CH2:43][O:42][C:41]4=[O:45])=[C:30]([CH:29]([O:46][CH3:47])[O:28][CH3:27])[N:31]=3)[CH2:36][CH2:35][CH2:34]2)=[O:21])=[N:3][CH:4]=1)#[N:7]. The catalyst class is: 3.